This data is from Forward reaction prediction with 1.9M reactions from USPTO patents (1976-2016). The task is: Predict the product of the given reaction. (1) Given the reactants [C:1]([N:4]([CH2:6][C:7]([OH:9])=[O:8])[CH3:5])(=O)C.[P:10]([OH:13])([OH:12])[OH:11].Cl.C=O, predict the reaction product. The product is: [P:10]([CH2:1][N:4]([CH3:5])[CH2:6][C:7]([OH:9])=[O:8])([OH:13])([OH:12])=[O:11]. (2) Given the reactants [N:1]1([C:7]2[CH:12]=[CH:11][C:10]([NH:13][C:14]3[CH:19]=[C:18]([NH2:20])[N:17]=[CH:16][N:15]=3)=[CH:9][CH:8]=2)[CH2:6][CH2:5][O:4][CH2:3][CH2:2]1.[F:21][C:22]1[CH:27]=[CH:26][CH:25]=[C:24]([F:28])[C:23]=1[N:29]=[C:30]=[O:31], predict the reaction product. The product is: [F:21][C:22]1[CH:27]=[CH:26][CH:25]=[C:24]([F:28])[C:23]=1[NH:29][C:30]([NH:20][C:18]1[CH:19]=[C:14]([NH:13][C:10]2[CH:11]=[CH:12][C:7]([N:1]3[CH2:6][CH2:5][O:4][CH2:3][CH2:2]3)=[CH:8][CH:9]=2)[N:15]=[CH:16][N:17]=1)=[O:31]. (3) Given the reactants [CH2:1]([O:3][C:4]([C:6]1([CH2:24][CH2:25][O:26][C:27]2[CH:32]=[CH:31][CH:30]=[CH:29][CH:28]=2)[CH2:11][CH2:10][N:9]([CH2:12][C:13]2[CH:18]=[CH:17][C:16]([O:19]CC=C)=[C:15]([Cl:23])[CH:14]=2)[CH2:8][CH2:7]1)=[O:5])[CH3:2].C([SiH](CC)CC)C.C(O)(=O)C, predict the reaction product. The product is: [Cl:23][C:15]1[CH:14]=[C:13]([CH:18]=[CH:17][C:16]=1[OH:19])[CH2:12][N:9]1[CH2:10][CH2:11][C:6]([CH2:24][CH2:25][O:26][C:27]2[CH:28]=[CH:29][CH:30]=[CH:31][CH:32]=2)([C:4]([O:3][CH2:1][CH3:2])=[O:5])[CH2:7][CH2:8]1. (4) The product is: [Cl:8][C:4]1[CH:5]=[CH:6][CH:7]=[C:2]([Cl:1])[C:3]=1[N:9]1[C:13]([CH:14]=[O:15])=[CH:12][N:11]=[N:10]1. Given the reactants [Cl:1][C:2]1[CH:7]=[CH:6][CH:5]=[C:4]([Cl:8])[C:3]=1[N:9]1[C:13]([CH2:14][OH:15])=[CH:12][N:11]=[N:10]1.CC(OI1(OC(C)=O)(OC(C)=O)OC(=O)C2C=CC=CC1=2)=O.[OH-].[Na+].C(OCC)C, predict the reaction product. (5) Given the reactants [Cl:1][C:2]1[CH:7]=[C:6]([F:8])[CH:5]=[C:4]([Cl:9])[C:3]=1[N:10]1[CH:19]=[C:13]2[CH:14]=[N:15][CH:16]=[C:17]([F:18])[C:12]2=[N:11]1.C1C=C(Cl)C=C(C(OO)=[O:28])C=1, predict the reaction product. The product is: [Cl:1][C:2]1[CH:7]=[C:6]([F:8])[CH:5]=[C:4]([Cl:9])[C:3]=1[N:10]1[CH:19]=[C:13]2[CH:14]=[N+:15]([O-:28])[CH:16]=[C:17]([F:18])[C:12]2=[N:11]1. (6) The product is: [CH3:53][N:54]1[C:62]2[C:57](=[CH:58][CH:59]=[CH:60][CH:61]=2)[CH:56]=[C:55]1[C:63]([N:16]1[CH2:17][CH2:18][CH:13](/[CH:12]=[C:11]2/[C:7]([NH:6][CH2:3][C:4]#[CH:5])=[N:8][C:9](=[O:19])[S:10]/2)[CH2:14][CH2:15]1)=[O:64]. Given the reactants Cl.Cl.[CH2:3]([NH:6][C:7]1=[N:8][C:9](=[O:19])[S:10]/[C:11]/1=[CH:12]\[CH:13]1[CH2:18][CH2:17][NH:16][CH2:15][CH2:14]1)[C:4]#[CH:5].C(N(C(C)C)C(C)C)C.F[P-](F)(F)(F)(F)F.N1(OC(N(C)C)=[N+](C)C)C2N=CC=CC=2N=N1.[CH3:53][N:54]1[C:62]2[C:57](=[CH:58][CH:59]=[CH:60][CH:61]=2)[CH:56]=[C:55]1[C:63](O)=[O:64], predict the reaction product.